The task is: Predict the reaction yield, written as a fraction of the theoretical maximum amount of product (1.0 means a 100% yield; for example, 0.34 means a 34% yield).. This data is from Reaction yield outcomes from USPTO patents with 853,638 reactions. (1) The reactants are [O:1]1[CH:6]=[CH:5][CH2:4][CH2:3][CH2:2]1.[OH:7][C:8]1[CH:9]=[C:10]([C:14]2[CH:15]([C:26]3[CH:31]=[CH:30][C:29]([I:32])=[CH:28][CH:27]=3)[O:16][C:17]3[C:22]([C:23]=2[CH3:24])=[CH:21][C:20]([OH:25])=[CH:19][CH:18]=3)[CH:11]=[CH:12][CH:13]=1.[C:47]1(C)[CH:48]=[CH:49]C(S([O-])(=[O:40])=[O:40])=[CH:45][CH:46]=1.[NH+]1[CH:49]=[CH:48][CH:47]=[CH:46][CH:45]=1. The catalyst is C(Cl)Cl. The product is [I:32][C:29]1[CH:28]=[CH:27][C:26]([CH:15]2[C:14]([C:10]3[CH:11]=[CH:12][CH:13]=[C:8]([O:7][CH:6]4[CH2:5][CH2:4][CH2:3][CH2:2][O:1]4)[CH:9]=3)=[C:23]([CH3:24])[C:22]3[C:17](=[CH:18][CH:19]=[C:20]([O:25][CH:49]4[CH2:48][CH2:47][CH2:46][CH2:45][O:40]4)[CH:21]=3)[O:16]2)=[CH:31][CH:30]=1. The yield is 0.950. (2) The reactants are [CH3:1][O:2][C:3]([NH:5][C@H:6]([C:11]([N:13]1[C@@H:17]([CH3:18])[CH2:16][CH2:15][C@H:14]1[C:19]1[NH:20][C:21]([C:24]2[CH:29]=[C:28]3[CH2:30][O:31][C:32]4[CH:59]=[C:58]5[C:35]([CH:36]=[CH:37][C:38]6[N:42]=[C:41]([C@@H:43]7[CH2:47][C@H:46]([CH2:48][O:49][CH3:50])[CH2:45][N:44]7[C:51]([O:53]C(C)(C)C)=O)[NH:40][C:39]=65)=[CH:34][C:33]=4[C:27]3=[CH:26][CH:25]=2)=[CH:22][N:23]=1)=[O:12])[C@H:7]([CH2:9][CH3:10])[CH3:8])=[O:4].Cl.[CH3:61][O:62][C:63]([NH:65][C@H:66]([C:70]1[CH:75]=[CH:74][CH:73]=[CH:72][CH:71]=1)C(O)=O)=[O:64].CCN(C(C)C)C(C)C.CCOC(C(C#N)=NOC(N1CCOCC1)=[N+](C)C)=O.F[P-](F)(F)(F)(F)F. The catalyst is C(Cl)Cl.CO. The product is [CH3:1][O:2][C:3]([NH:5][C@@H:6]([C@@H:7]([CH3:8])[CH2:9][CH3:10])[C:11]([N:13]1[C@@H:17]([CH3:18])[CH2:16][CH2:15][C@H:14]1[C:19]1[NH:20][C:21]([C:24]2[CH:29]=[C:28]3[CH2:30][O:31][C:32]4[CH:59]=[C:58]5[C:35]([CH:36]=[CH:37][C:38]6[N:42]=[C:41]([C@@H:43]7[CH2:47][C@H:46]([CH2:48][O:49][CH3:50])[CH2:45][N:44]7[C:51](=[O:53])[C@H:66]([NH:65][C:63](=[O:64])[O:62][CH3:61])[C:70]7[CH:75]=[CH:74][CH:73]=[CH:72][CH:71]=7)[NH:40][C:39]=65)=[CH:34][C:33]=4[C:27]3=[CH:26][CH:25]=2)=[CH:22][N:23]=1)=[O:12])=[O:4]. The yield is 0.410. (3) The reactants are [NH2:1][C:2]1[CH:7]=[CH:6][CH:5]=[CH:4][C:3]=1[C:8]#[C:9][C:10]1[C:11]([O:32][CH3:33])=[CH:12][C:13]([O:30][CH3:31])=[C:14](/[CH:16]=[CH:17]/[C:18]([C:20]2[CH:25]=[CH:24][C:23]([S:26]([NH2:29])(=[O:28])=[O:27])=[CH:22][CH:21]=2)=[O:19])[CH:15]=1. The catalyst is C(#N)C.Cl[Pd]Cl. The product is [NH:1]1[C:2]2[C:3](=[CH:4][CH:5]=[CH:6][CH:7]=2)[CH:8]=[C:9]1[C:10]1[C:11]([O:32][CH3:33])=[CH:12][C:13]([O:30][CH3:31])=[C:14](/[CH:16]=[CH:17]/[C:18]([C:20]2[CH:25]=[CH:24][C:23]([S:26]([NH2:29])(=[O:28])=[O:27])=[CH:22][CH:21]=2)=[O:19])[CH:15]=1. The yield is 0.830. (4) The reactants are Br[C:2]1[CH:3]=[C:4]2[C:8](=[CH:9][CH:10]=1)[C:7](=[O:11])[CH2:6][CH2:5]2.C([O-])([O-])=O.[K+].[K+].[C:18]1(C)C=CC=C[CH:19]=1. The catalyst is C1C=CC([P]([Pd]([P](C2C=CC=CC=2)(C2C=CC=CC=2)C2C=CC=CC=2)([P](C2C=CC=CC=2)(C2C=CC=CC=2)C2C=CC=CC=2)[P](C2C=CC=CC=2)(C2C=CC=CC=2)C2C=CC=CC=2)(C2C=CC=CC=2)C2C=CC=CC=2)=CC=1. The product is [CH:18]([C:2]1[CH:3]=[C:4]2[C:8](=[CH:9][CH:10]=1)[C:7](=[O:11])[CH2:6][CH2:5]2)=[CH2:19]. The yield is 0.480. (5) The reactants are [F:1][C:2]([F:14])([F:13])[O:3][C:4]1[CH:12]=[CH:11][C:7]([C:8]([OH:10])=O)=[CH:6][CH:5]=1.CCN(C(C)C)C(C)C.CN(C(ON1N=NC2C=CC=NC1=2)=[N+](C)C)C.F[P-](F)(F)(F)(F)F.[NH2:48][C:49]([C:67]#[N:68])([CH3:66])[CH2:50][O:51][C:52]1[CH:53]=[CH:54][C:55]2[CH2:59][O:58][B:57]([OH:60])[C:56]=2[C:61]=1[C:62]([O:64][CH3:65])=[O:63]. The catalyst is CN(C=O)C.O. The yield is 0.190. The product is [C:67]([C:49]([NH:48][C:8](=[O:10])[C:7]1[CH:6]=[CH:5][C:4]([O:3][C:2]([F:1])([F:14])[F:13])=[CH:12][CH:11]=1)([CH3:66])[CH2:50][O:51][C:52]1[CH:53]=[CH:54][C:55]2[CH2:59][O:58][B:57]([OH:60])[C:56]=2[C:61]=1[C:62]([O:64][CH3:65])=[O:63])#[N:68].